Dataset: NCI-60 drug combinations with 297,098 pairs across 59 cell lines. Task: Regression. Given two drug SMILES strings and cell line genomic features, predict the synergy score measuring deviation from expected non-interaction effect. (1) Drug 1: CC1=C(C=C(C=C1)NC(=O)C2=CC=C(C=C2)CN3CCN(CC3)C)NC4=NC=CC(=N4)C5=CN=CC=C5. Drug 2: COC1=NC(=NC2=C1N=CN2C3C(C(C(O3)CO)O)O)N. Cell line: CAKI-1. Synergy scores: CSS=-8.51, Synergy_ZIP=2.58, Synergy_Bliss=-2.20, Synergy_Loewe=-7.87, Synergy_HSA=-7.81. (2) Drug 1: CS(=O)(=O)CCNCC1=CC=C(O1)C2=CC3=C(C=C2)N=CN=C3NC4=CC(=C(C=C4)OCC5=CC(=CC=C5)F)Cl. Drug 2: CCCCC(=O)OCC(=O)C1(CC(C2=C(C1)C(=C3C(=C2O)C(=O)C4=C(C3=O)C=CC=C4OC)O)OC5CC(C(C(O5)C)O)NC(=O)C(F)(F)F)O. Cell line: TK-10. Synergy scores: CSS=36.4, Synergy_ZIP=-8.27, Synergy_Bliss=-7.09, Synergy_Loewe=-7.94, Synergy_HSA=-2.97. (3) Drug 1: C1=NC2=C(N1)C(=S)N=CN2. Cell line: SF-268. Drug 2: CCCCCOC(=O)NC1=NC(=O)N(C=C1F)C2C(C(C(O2)C)O)O. Synergy scores: CSS=1.85, Synergy_ZIP=-0.964, Synergy_Bliss=-1.17, Synergy_Loewe=-1.90, Synergy_HSA=-1.10. (4) Drug 1: COC1=C(C=C2C(=C1)N=CN=C2NC3=CC(=C(C=C3)F)Cl)OCCCN4CCOCC4. Drug 2: CC1C(C(=O)NC(C(=O)N2CCCC2C(=O)N(CC(=O)N(C(C(=O)O1)C(C)C)C)C)C(C)C)NC(=O)C3=C4C(=C(C=C3)C)OC5=C(C(=O)C(=C(C5=N4)C(=O)NC6C(OC(=O)C(N(C(=O)CN(C(=O)C7CCCN7C(=O)C(NC6=O)C(C)C)C)C)C(C)C)C)N)C. Cell line: OVCAR3. Synergy scores: CSS=43.0, Synergy_ZIP=4.58, Synergy_Bliss=10.1, Synergy_Loewe=10.4, Synergy_HSA=10.3. (5) Drug 1: CN1CCC(CC1)COC2=C(C=C3C(=C2)N=CN=C3NC4=C(C=C(C=C4)Br)F)OC. Drug 2: CCC(=C(C1=CC=CC=C1)C2=CC=C(C=C2)OCCN(C)C)C3=CC=CC=C3.C(C(=O)O)C(CC(=O)O)(C(=O)O)O. Cell line: HS 578T. Synergy scores: CSS=2.31, Synergy_ZIP=8.93, Synergy_Bliss=12.0, Synergy_Loewe=5.53, Synergy_HSA=5.32. (6) Drug 1: CC=C1C(=O)NC(C(=O)OC2CC(=O)NC(C(=O)NC(CSSCCC=C2)C(=O)N1)C(C)C)C(C)C. Drug 2: C1CN(P(=O)(OC1)NCCCl)CCCl. Cell line: SF-539. Synergy scores: CSS=59.7, Synergy_ZIP=0.509, Synergy_Bliss=-1.04, Synergy_Loewe=-57.2, Synergy_HSA=-1.80.